From a dataset of Forward reaction prediction with 1.9M reactions from USPTO patents (1976-2016). Predict the product of the given reaction. (1) The product is: [Br:16][C:17]1[CH:24]=[CH:23][C:22]([O:25][C:2]2[CH:9]=[CH:8][C:5]([C:6]#[N:7])=[C:4]([O:10][CH:11]3[CH2:15][CH2:14][CH2:13][CH2:12]3)[N:3]=2)=[CH:21][C:18]=1[CH:19]=[O:20]. Given the reactants Cl[C:2]1[CH:9]=[CH:8][C:5]([C:6]#[N:7])=[C:4]([O:10][CH:11]2[CH2:15][CH2:14][CH2:13][CH2:12]2)[N:3]=1.[Br:16][C:17]1[CH:24]=[CH:23][C:22]([OH:25])=[CH:21][C:18]=1[CH:19]=[O:20].C(=O)([O-])[O-].[K+].[K+], predict the reaction product. (2) Given the reactants [CH2:1]([O:4][C:5]1([CH3:38])[CH2:10][CH2:9][N:8]([C:11]2[C:12]3[N:13]([N:28]=[C:29]([C:31]4[CH:36]=[CH:35][CH:34]=[C:33](Br)[CH:32]=4)[CH:30]=3)[CH:14]=[C:15]([CH3:27])[C:16]=2[C@H:17]([O:22][C:23]([CH3:26])([CH3:25])[CH3:24])[C:18]([O:20][CH3:21])=[O:19])[CH2:7][CH2:6]1)[CH:2]=[CH2:3].[F:39][C:40]1[CH:41]=[CH:42][C:43]([OH:49])=[C:44](B(O)O)[CH:45]=1.C([O-])([O-])=O.[Na+].[Na+], predict the reaction product. The product is: [CH2:1]([O:4][C:5]1([CH3:38])[CH2:10][CH2:9][N:8]([C:11]2[C:12]3[N:13]([N:28]=[C:29]([C:31]4[CH:32]=[C:33]([C:42]5[CH:41]=[C:40]([F:39])[CH:45]=[CH:44][C:43]=5[OH:49])[CH:34]=[CH:35][CH:36]=4)[CH:30]=3)[CH:14]=[C:15]([CH3:27])[C:16]=2[C@H:17]([O:22][C:23]([CH3:26])([CH3:25])[CH3:24])[C:18]([O:20][CH3:21])=[O:19])[CH2:7][CH2:6]1)[CH:2]=[CH2:3]. (3) Given the reactants C([O:3][C:4](=O)[CH2:5][CH2:6][CH2:7][CH:8]1[NH:13][CH2:12][CH:11]([C:14]([O:16][CH3:17])=[O:15])[CH2:10][CH2:9]1)C, predict the reaction product. The product is: [O:3]=[C:4]1[CH2:5][CH2:6][CH2:7][C@@H:8]2[N:13]1[CH2:12][C@H:11]([C:14]([O:16][CH3:17])=[O:15])[CH2:10][CH2:9]2.